Task: Predict which catalyst facilitates the given reaction.. Dataset: Catalyst prediction with 721,799 reactions and 888 catalyst types from USPTO (1) Reactant: [NH2:1][C@H:2]1[CH2:7][CH2:6][C@H:5]([C:8]([N:10]2[CH2:15][CH2:14][N:13]([CH:16]([CH3:18])[CH3:17])[CH2:12][CH2:11]2)=[O:9])[CH2:4][CH2:3]1.Br[C:20]1[CH:25]=[CH:24][C:23]([S:26]([CH3:29])(=[O:28])=[O:27])=[CH:22][N:21]=1.C(N(C(C)C)CC)(C)C. Product: [CH:16]([N:13]1[CH2:12][CH2:11][N:10]([C:8]([C@H:5]2[CH2:6][CH2:7][C@H:2]([NH:1][C:20]3[CH:25]=[CH:24][C:23]([S:26]([CH3:29])(=[O:28])=[O:27])=[CH:22][N:21]=3)[CH2:3][CH2:4]2)=[O:9])[CH2:15][CH2:14]1)([CH3:18])[CH3:17]. The catalyst class is: 12. (2) Reactant: CC([O:5][C:6]([N:8]1[CH2:13][CH2:12][CH:11]([C:14]2[C:19]([F:20])=[CH:18][C:17]([N:21]3[CH2:25][C@H:24]([CH2:26][N:27]=[N+]=[N-])[O:23][C:22]3=[O:30])=[CH:16][C:15]=2[F:31])[CH2:10][CH2:9]1)=[O:7])(C)C. Product: [C:14]1([CH2:11][O:5][C:6]([N:8]2[CH2:13][CH2:12][CH:11]([C:14]3[C:19]([F:20])=[CH:18][C:17]([N:21]4[CH2:25][C@H:24]([CH2:26][NH:27][C:24](=[O:23])[CH3:25])[O:23][C:22]4=[O:30])=[CH:16][C:15]=3[F:31])[CH2:10][CH2:9]2)=[O:7])[CH:19]=[CH:18][CH:17]=[CH:16][CH:15]=1. The catalyst class is: 43.